This data is from Full USPTO retrosynthesis dataset with 1.9M reactions from patents (1976-2016). The task is: Predict the reactants needed to synthesize the given product. (1) Given the product [Cl:1][C:2]1[CH:3]=[C:4]2[C:14](=[CH:15][CH:16]=1)[C:8]1([CH2:9][CH2:10][O:11][CH2:12][CH2:13]1)[C:7](=[O:17])[C:6]([C:18]([NH:20][C@@H:21]([C:23]([OH:25])=[O:24])[CH3:22])=[O:19])=[C:5]2[OH:30], predict the reactants needed to synthesize it. The reactants are: [Cl:1][C:2]1[CH:3]=[C:4]2[C:14](=[CH:15][CH:16]=1)[C:8]1([CH2:13][CH2:12][O:11][CH2:10][CH2:9]1)[C:7](=[O:17])[C:6]([C:18]([NH:20][C@@H:21]([C:23]([O:25]C(C)(C)C)=[O:24])[CH3:22])=[O:19])=[C:5]2[OH:30]. (2) Given the product [F:41][C:2]([F:1])([F:40])[C:3]1[CH:4]=[CH:5][C:6]([NH:9][C:10]([C:12]2[C:16]([CH2:17][Br:42])=[C:15]([C:18]3[CH:19]=[CH:20][C:21]([O:24][Si:25]([C:28]([CH3:30])([CH3:31])[CH3:29])([CH3:27])[CH3:26])=[CH:22][CH:23]=3)[N:14]([C:32]3[CH:37]=[CH:36][C:35]([Cl:38])=[CH:34][C:33]=3[Cl:39])[N:13]=2)=[O:11])=[N:7][CH:8]=1, predict the reactants needed to synthesize it. The reactants are: [F:1][C:2]([F:41])([F:40])[C:3]1[CH:4]=[CH:5][C:6]([NH:9][C:10]([C:12]2[C:16]([CH3:17])=[C:15]([C:18]3[CH:23]=[CH:22][C:21]([O:24][Si:25]([C:28]([CH3:31])([CH3:30])[CH3:29])([CH3:27])[CH3:26])=[CH:20][CH:19]=3)[N:14]([C:32]3[CH:37]=[CH:36][C:35]([Cl:38])=[CH:34][C:33]=3[Cl:39])[N:13]=2)=[O:11])=[N:7][CH:8]=1.[Br:42]N1C(=O)CCC1=O.CC(N=NC(C#N)(C)C)(C#N)C. (3) Given the product [O:13]1[CH:17]=[CH:16][CH:15]=[C:14]1[CH2:18][S:19][CH2:20][CH2:21][NH:22][C:7](=[O:9])[C:6]1[CH:10]=[CH:11][C:3]([O:2][CH3:1])=[C:4]([CH3:12])[CH:5]=1, predict the reactants needed to synthesize it. The reactants are: [CH3:1][O:2][C:3]1[CH:11]=[CH:10][C:6]([C:7]([OH:9])=O)=[CH:5][C:4]=1[CH3:12].[O:13]1[CH:17]=[CH:16][CH:15]=[C:14]1[CH2:18][S:19][CH2:20][CH2:21][NH2:22].